Dataset: M1 muscarinic receptor antagonist screen with 61,756 compounds. Task: Binary Classification. Given a drug SMILES string, predict its activity (active/inactive) in a high-throughput screening assay against a specified biological target. (1) The molecule is o1c(c(c2c1ccc(O)c2)C(OCC)=O)COc1ccccc1. The result is 0 (inactive). (2) The molecule is S(c1[nH]n2c(nc(c3ccccc3)cc2=O)n1)Cc1ccccc1. The result is 0 (inactive).